From a dataset of Catalyst prediction with 721,799 reactions and 888 catalyst types from USPTO. Predict which catalyst facilitates the given reaction. (1) Reactant: Br[C:2]1[C:8]([C:9]([F:12])([F:11])[F:10])=[CH:7][C:5]([NH2:6])=[CH:4][C:3]=1[Cl:13].C(=O)([O-])[O-].[Na+].[Na+].CC1(C)C(C)(C)OB([C:28]2[CH:33]=[CH:32][C:31]([S:34]([CH2:37][CH:38]3[CH2:43][CH2:42][CH2:41][N:40]([C:44]([O:46][C:47]([CH3:50])([CH3:49])[CH3:48])=[O:45])[CH2:39]3)(=[O:36])=[O:35])=[CH:30][CH:29]=2)O1.O. Product: [NH2:6][C:5]1[CH:7]=[C:8]([C:9]([F:12])([F:11])[F:10])[C:2]([C:28]2[CH:33]=[CH:32][C:31]([S:34]([CH2:37][CH:38]3[CH2:43][CH2:42][CH2:41][N:40]([C:44]([O:46][C:47]([CH3:50])([CH3:49])[CH3:48])=[O:45])[CH2:39]3)(=[O:36])=[O:35])=[CH:30][CH:29]=2)=[C:3]([Cl:13])[CH:4]=1. The catalyst class is: 564. (2) Reactant: C([O:4][C@H:5]([C:29]1[CH:34]=[CH:33][C:32]([C:35]([CH3:38])([CH3:37])[CH3:36])=[CH:31][CH:30]=1)[CH2:6][CH2:7][CH2:8][N:9]1[CH2:14][CH2:13][CH:12]([C:15]([OH:28])([C:22]2[CH:27]=[CH:26][CH:25]=[CH:24][CH:23]=2)[C:16]2[CH:21]=[CH:20][CH:19]=[CH:18][CH:17]=2)[CH2:11][CH2:10]1)(=O)C.[H-].[Al+3].[Li+].[H-].[H-].[H-]. Product: [C:35]([C:32]1[CH:31]=[CH:30][C:29]([C@@H:5]([OH:4])[CH2:6][CH2:7][CH2:8][N:9]2[CH2:14][CH2:13][CH:12]([C:15]([OH:28])([C:22]3[CH:27]=[CH:26][CH:25]=[CH:24][CH:23]=3)[C:16]3[CH:17]=[CH:18][CH:19]=[CH:20][CH:21]=3)[CH2:11][CH2:10]2)=[CH:34][CH:33]=1)([CH3:38])([CH3:36])[CH3:37]. The catalyst class is: 1. (3) Reactant: Br[C:2]1[CH:3]=[C:4]2[C:8](=[N:9][CH:10]=1)[NH:7][CH:6]=[CH:5]2.[CH:11]1([C:15]2[CH:20]=[CH:19][C:18](B(O)O)=[C:17]([F:24])[C:16]=2[O:25][CH3:26])[CH2:14][CH2:13][CH2:12]1.C(Cl)Cl.C([O-])([O-])=O.[K+].[K+]. Product: [CH:11]1([C:15]2[CH:20]=[CH:19][C:18]([C:2]3[CH:3]=[C:4]4[CH:5]=[CH:6][NH:7][C:8]4=[N:9][CH:10]=3)=[C:17]([F:24])[C:16]=2[O:25][CH3:26])[CH2:12][CH2:13][CH2:14]1. The catalyst class is: 140.